From a dataset of HIV replication inhibition screening data with 41,000+ compounds from the AIDS Antiviral Screen. Binary Classification. Given a drug SMILES string, predict its activity (active/inactive) in a high-throughput screening assay against a specified biological target. (1) The drug is CN(C)c1nn2c(-c3ccccc3)nnc2o1. The result is 0 (inactive). (2) The molecule is O=c1[nH]nc(Cc2ccccc2)n1C1CCCC1. The result is 0 (inactive). (3) The compound is CC1=NOC(=O)C1=Cc1ccccc1O. The result is 0 (inactive). (4) The molecule is OC1C2CCC1C1C3C=CC(C3)C21. The result is 0 (inactive). (5) The drug is O=C(Nc1ccc(Br)cc1)C(=O)C(C(=O)c1ccc(Cl)c(Cl)c1)C1OC(=O)c2ccccc21. The result is 0 (inactive). (6) The drug is C#CC1(O)CCC2C3CCc4cc(Oc5nc(F)nc(-c6c7ccccc7c(SCC)n6CCC)n5)ccc4C3CCC21C. The result is 0 (inactive). (7) The result is 0 (inactive). The drug is NN=C1CCCc2c1no[n+]2[O-]. (8) The compound is COC(=O)C1(O)c2ccccc2N=C2C1CCN2C. The result is 0 (inactive). (9) The molecule is COc1ccc(CC2Cc3ccccc3CC(=O)N2)cc1OC. The result is 0 (inactive). (10) The compound is COc1ccc(Nc2cc(O)nc(O)n2)cc1. The result is 0 (inactive).